From a dataset of Forward reaction prediction with 1.9M reactions from USPTO patents (1976-2016). Predict the product of the given reaction. (1) Given the reactants [CH2:1]([C:5]1[N:6]=[C:7]([CH3:27])[NH:8][C:9](=[O:26])[C:10]=1[CH2:11][C:12]1[CH:17]=[CH:16][C:15]([C:18]2[C:19]([C:24]#[N:25])=[CH:20][CH:21]=[CH:22][CH:23]=2)=[CH:14][CH:13]=1)[CH2:2][CH2:3][CH3:4].[CH3:28][O:29][C:30]1[CH:35]=[CH:34][C:33](B(O)O)=[CH:32][CH:31]=1.C(N(CC)CC)C.N1C=CC=CC=1, predict the reaction product. The product is: [CH2:1]([C:5]1[N:6]=[C:7]([CH3:27])[N:8]([C:33]2[CH:34]=[CH:35][C:30]([O:29][CH3:28])=[CH:31][CH:32]=2)[C:9](=[O:26])[C:10]=1[CH2:11][C:12]1[CH:17]=[CH:16][C:15]([C:18]2[C:19]([C:24]#[N:25])=[CH:20][CH:21]=[CH:22][CH:23]=2)=[CH:14][CH:13]=1)[CH2:2][CH2:3][CH3:4]. (2) Given the reactants [CH3:1][C:2]1[N:3]=[C:4]([NH:10][C:11]([C:13]2[CH:18]=[CH:17][N:16]=[CH:15][CH:14]=2)=[O:12])[S:5][C:6]=1[C:7]([OH:9])=O.CN1CCOCC1.ClC1N=C(OC)N=C(OC)N=1.[CH2:37]([NH2:44])[C:38]1[CH:43]=[CH:42][CH:41]=[CH:40][CH:39]=1, predict the reaction product. The product is: [CH2:37]([NH:44][C:7]([C:6]1[S:5][C:4]([NH:10][C:11](=[O:12])[C:13]2[CH:18]=[CH:17][N:16]=[CH:15][CH:14]=2)=[N:3][C:2]=1[CH3:1])=[O:9])[C:38]1[CH:43]=[CH:42][CH:41]=[CH:40][CH:39]=1. (3) The product is: [F:23][C:9]([F:8])([F:22])[C:10]1[S:14][C:13]2[CH:15]=[CH:16][CH:17]=[C:18]([C:19]([O:21][CH3:1])=[O:20])[C:12]=2[CH:11]=1. Given the reactants [CH3:1][Si](C=[N+]=[N-])(C)C.[F:8][C:9]([F:23])([F:22])[C:10]1[S:14][C:13]2[CH:15]=[CH:16][CH:17]=[C:18]([C:19]([OH:21])=[O:20])[C:12]=2[CH:11]=1, predict the reaction product. (4) Given the reactants Cl.C(OC([N:9]1[CH2:23][C:12]2=[C:13]3[N:18]([N:19]=[C:11]2[CH2:10]1)[C:17]([CH3:20])=[C:16]([Cl:21])[C:15]([CH3:22])=[N:14]3)=O)(C)(C)C.CC(OC)(C)C, predict the reaction product. The product is: [ClH:21].[Cl:21][C:16]1[C:15]([CH3:22])=[N:14][C:13]2[N:18]([N:19]=[C:11]3[CH2:10][NH:9][CH2:23][C:12]3=2)[C:17]=1[CH3:20]. (5) Given the reactants [CH3:1][O:2][CH2:3][CH2:4][N:5]1[CH2:9][C@@H:8]([C:10]2[CH:15]=[CH:14][N:13]=[CH:12][CH:11]=2)[C@H:7]([C:16]([O:18]CC)=[O:17])[CH2:6]1.[Li+:21].[OH-], predict the reaction product. The product is: [CH3:1][O:2][CH2:3][CH2:4][N:5]1[CH2:9][C@@H:8]([C:10]2[CH:15]=[CH:14][N:13]=[CH:12][CH:11]=2)[C@H:7]([C:16]([O-:18])=[O:17])[CH2:6]1.[Li+:21]. (6) Given the reactants [N:1]1[CH:6]=[CH:5][CH:4]=[CH:3][C:2]=1[C:7]([OH:9])=[O:8].ClC(N(C)C)=C(C)C.N1C=CC=CC=1.O[C@H:25]([C@@H:47]([NH:55][C:56](=[O:75])[C@H:57]([CH2:71][C:72](=[O:74])[NH2:73])[NH:58][C:59]([C:61]1[CH:70]=[CH:69][C:68]2[C:63](=[CH:64][CH:65]=[CH:66][CH:67]=2)[N:62]=1)=[O:60])[CH2:48][C:49]1[CH:54]=[CH:53][CH:52]=[CH:51][CH:50]=1)[CH2:26][N:27]([CH2:40][C:41]1[CH:46]=[CH:45][CH:44]=[CH:43][CH:42]=1)[NH:28][C:29](=[O:39])[C@H:30]([CH:36]([CH3:38])[CH3:37])[NH:31][C:32]([O:34][CH3:35])=[O:33], predict the reaction product. The product is: [N:1]1[CH:6]=[CH:5][CH:4]=[CH:3][C:2]=1[C:7]([O:9][C@H:25]([C@@H:47]([NH:55][C:56](=[O:75])[C@H:57]([CH2:71][C:72](=[O:74])[NH2:73])[NH:58][C:59]([C:61]1[CH:70]=[CH:69][C:68]2[C:63](=[CH:64][CH:65]=[CH:66][CH:67]=2)[N:62]=1)=[O:60])[CH2:48][C:49]1[CH:50]=[CH:51][CH:52]=[CH:53][CH:54]=1)[CH2:26][N:27]([CH2:40][C:41]1[CH:42]=[CH:43][CH:44]=[CH:45][CH:46]=1)[NH:28][C:29](=[O:39])[C@H:30]([CH:36]([CH3:38])[CH3:37])[NH:31][C:32]([O:34][CH3:35])=[O:33])=[O:8]. (7) Given the reactants [CH3:1][C:2]1[CH:12]=[C:11]([C:13](=[N:21][O:22][CH2:23][C:24]2[CH:29]=[CH:28][C:27]([C:30]([F:33])([F:32])[F:31])=[CH:26][CH:25]=2)[CH2:14][C:15]2[CH:20]=[CH:19][CH:18]=[CH:17][CH:16]=2)[CH:10]=[CH:9][C:3]=1[O:4][CH2:5][C:6]([OH:8])=O.Cl.[CH2:35]([O:37][C:38](=[O:41])[CH2:39][NH2:40])[CH3:36].C1C=CC2N(O)N=NC=2C=1.CCN=C=NCCCN(C)C.C(N1CCOCC1)C, predict the reaction product. The product is: [CH3:1][C:2]1[CH:12]=[C:11]([C:13](=[N:21][O:22][CH2:23][C:24]2[CH:29]=[CH:28][C:27]([C:30]([F:31])([F:33])[F:32])=[CH:26][CH:25]=2)[CH2:14][C:15]2[CH:20]=[CH:19][CH:18]=[CH:17][CH:16]=2)[CH:10]=[CH:9][C:3]=1[O:4][CH2:5][C:6]([NH:40][CH2:39][C:38]([O:37][CH2:35][CH3:36])=[O:41])=[O:8]. (8) Given the reactants [CH3:1][NH:2][C:3]1[CH:8]=[CH:7][C:6]([O:9][C:10]2[CH:15]=[CH:14][C:13]([N+:16]([O-])=O)=[CH:12][CH:11]=2)=[CH:5][C:4]=1[N+:19]([O-])=O.[CH3:22][O:23][C:24]([NH:26][C:27](=NC(OC)=O)SC)=[O:25], predict the reaction product. The product is: [CH3:1][N:2]1[C:3]2[CH:8]=[CH:7][C:6]([O:9][C:10]3[CH:15]=[CH:14][C:13]([NH2:16])=[CH:12][CH:11]=3)=[CH:5][C:4]=2[N:19]=[C:27]1[NH:26][C:24](=[O:25])[O:23][CH3:22]. (9) Given the reactants [CH2:1]([O:8][C:9]1[CH:14]=[CH:13][NH:12][C:11](=[O:15])[CH:10]=1)[C:2]1[CH:7]=[CH:6][CH:5]=[CH:4][CH:3]=1.Br[C:17]1[CH:18]=[CH:19][C:20]2[N:24]=[C:23]([CH:25]3[CH2:27][CH2:26]3)[N:22]([CH3:28])[C:21]=2[CH:29]=1.C(=O)([O-])[O-].[K+].[K+].CNCCNC.N, predict the reaction product. The product is: [CH2:1]([O:8][C:9]1[CH:14]=[CH:13][N:12]([C:17]2[CH:18]=[CH:19][C:20]3[N:24]=[C:23]([CH:25]4[CH2:26][CH2:27]4)[N:22]([CH3:28])[C:21]=3[CH:29]=2)[C:11](=[O:15])[CH:10]=1)[C:2]1[CH:3]=[CH:4][CH:5]=[CH:6][CH:7]=1.